From a dataset of Forward reaction prediction with 1.9M reactions from USPTO patents (1976-2016). Predict the product of the given reaction. (1) Given the reactants [NH2:1][C:2]1[CH:7]=[CH:6][C:5]([C:8]2[CH:16]=[C:15]3[C:11]([C:12]([C:17]([O:19][CH2:20][CH3:21])=[O:18])=[N:13][NH:14]3)=[CH:10][CH:9]=2)=[CH:4][CH:3]=1.[Cl:22][C:23]1[CH:24]=[C:25]([N:30]=[C:31]=[O:32])[CH:26]=[CH:27][C:28]=1[Cl:29].C(OCC)(=O)C.C(=O)(O)[O-].[Na+], predict the reaction product. The product is: [Cl:22][C:23]1[CH:24]=[C:25]([NH:30][C:31](=[O:32])[NH:1][C:2]2[CH:3]=[CH:4][C:5]([C:8]3[CH:16]=[C:15]4[C:11]([C:12]([C:17]([O:19][CH2:20][CH3:21])=[O:18])=[N:13][NH:14]4)=[CH:10][CH:9]=3)=[CH:6][CH:7]=2)[CH:26]=[CH:27][C:28]=1[Cl:29]. (2) Given the reactants [NH2:1][C:2]1[CH:7]=[CH:6][C:5]([CH2:8][CH2:9][NH2:10])=[CH:4][CH:3]=1.[C:11](O[C:11]([O:13][C:14]([CH3:17])([CH3:16])[CH3:15])=[O:12])([O:13][C:14]([CH3:17])([CH3:16])[CH3:15])=[O:12], predict the reaction product. The product is: [C:14]([O:13][C:11](=[O:12])[NH:10][CH2:9][CH2:8][C:5]1[CH:6]=[CH:7][C:2]([NH2:1])=[CH:3][CH:4]=1)([CH3:17])([CH3:16])[CH3:15]. (3) Given the reactants [CH:1]([C:3]1[CH:4]=[C:5]([CH:10]=[CH:11][CH:12]=1)[C:6]([O:8][CH3:9])=[O:7])=O.C(O)(=O)[CH2:14][C:15]([OH:17])=[O:16].N1C=CC=CC=1.N1CCCCC1, predict the reaction product. The product is: [CH3:9][O:8][C:6]([C:5]1[CH:4]=[C:3](/[CH:1]=[CH:14]/[C:15]([OH:17])=[O:16])[CH:12]=[CH:11][CH:10]=1)=[O:7].